This data is from Catalyst prediction with 721,799 reactions and 888 catalyst types from USPTO. The task is: Predict which catalyst facilitates the given reaction. (1) Reactant: [OH-].[Na+].C[O:4][C:5](=[O:26])[CH2:6][CH2:7][NH:8][C:9]([C:11]1[N:12]=[C:13]([C:20]2[CH:25]=[CH:24][CH:23]=[CH:22][CH:21]=2)[O:14][C:15]=1[C:16]([F:19])([F:18])[F:17])=[O:10]. Product: [C:20]1([C:13]2[O:14][C:15]([C:16]([F:19])([F:18])[F:17])=[C:11]([C:9]([NH:8][CH2:7][CH2:6][C:5]([OH:26])=[O:4])=[O:10])[N:12]=2)[CH:21]=[CH:22][CH:23]=[CH:24][CH:25]=1. The catalyst class is: 87. (2) Reactant: [F:1][C:2]1[CH:3]=[C:4]([CH:11]=[CH:12][CH:13]=1)[C:5](N(OC)C)=[O:6].[CH2:14]([Mg]Cl)[CH2:15][CH3:16].[Cl-].[NH4+]. Product: [F:1][C:2]1[CH:3]=[C:4]([C:5](=[O:6])[CH2:14][CH2:15][CH3:16])[CH:11]=[CH:12][CH:13]=1. The catalyst class is: 1. (3) Reactant: [N:1]([O-])=O.[Na+].[F:5][C:6]1[CH:7]=[C:8]([C:12]2[C:17]([C:18]3[CH:23]=[CH:22][N:21]=[CH:20][CH:19]=3)=[CH:16][C:15]([NH2:24])=[C:14]([NH2:25])[N:13]=2)[CH:9]=[CH:10][CH:11]=1.C(=O)([O-])O.[Na+]. Product: [F:5][C:6]1[CH:7]=[C:8]([C:12]2[N:13]=[C:14]3[NH:25][N:1]=[N:24][C:15]3=[CH:16][C:17]=2[C:18]2[CH:23]=[CH:22][N:21]=[CH:20][CH:19]=2)[CH:9]=[CH:10][CH:11]=1. The catalyst class is: 211.